This data is from Full USPTO retrosynthesis dataset with 1.9M reactions from patents (1976-2016). The task is: Predict the reactants needed to synthesize the given product. (1) Given the product [OH:1][C:2]1[CH:3]=[C:4]([CH2:10][CH2:11][CH:12]=[O:13])[CH:5]=[CH:6][C:7]=1[O:8][CH3:9], predict the reactants needed to synthesize it. The reactants are: [OH:1][C:2]1[CH:3]=[C:4]([CH2:10][CH2:11][C:12](O)=[O:13])[CH:5]=[CH:6][C:7]=1[O:8][CH3:9].C(OC(=O)C(C)(C)C)(=O)C(C)(C)C.C1(P(C2C=CC=CC=2)C2C=CC=CC=2)C=CC=CC=1.[H][H]. (2) Given the product [C:7]1([S:4]([C:3]2([S:2][CH3:1])[CH2:20][C@H:18]3[C@:17]([C:22]4[CH:27]=[CH:26][C:25]([Cl:28])=[C:24]([Cl:29])[CH:23]=4)([CH2:19]3)[CH2:16]2)(=[O:5])=[O:6])[CH:12]=[CH:11][CH:10]=[CH:9][CH:8]=1, predict the reactants needed to synthesize it. The reactants are: [CH3:1][S:2][CH2:3][S:4]([C:7]1[CH:12]=[CH:11][CH:10]=[CH:9][CH:8]=1)(=[O:6])=[O:5].[H-].[Na+].Br[CH2:16][C@@:17]1([C:22]2[CH:27]=[CH:26][C:25]([Cl:28])=[C:24]([Cl:29])[CH:23]=2)[CH2:19][CH:18]1[CH2:20]Br.C(OCC)(=O)C.CCCCCC. (3) Given the product [CH2:10]([NH:12][C:7]([C:3]1[S:4][CH:5]=[CH:6][C:2]=1[CH3:1])=[O:9])[CH3:11], predict the reactants needed to synthesize it. The reactants are: [CH3:1][C:2]1[CH:6]=[CH:5][S:4][C:3]=1[C:7]([OH:9])=O.[CH2:10]([NH2:12])[CH3:11]. (4) Given the product [Cl:1][C:2]1[N:7]=[C:6]([CH2:8][C:14]([C:13]2[CH:19]=[CH:20][C:10]([F:9])=[CH:11][CH:12]=2)=[O:15])[CH:5]=[CH:4][N:3]=1, predict the reactants needed to synthesize it. The reactants are: [Cl:1][C:2]1[N:7]=[C:6]([CH3:8])[CH:5]=[CH:4][N:3]=1.[F:9][C:10]1[CH:20]=[CH:19][C:13]([C:14](OCC)=[O:15])=[CH:12][CH:11]=1.C[Si]([N-][Si](C)(C)C)(C)C.[Li+].O. (5) Given the product [CH3:1][O:2][C:3]([C:5]1[N:6]=[CH:7][S:8][C:9]=1[CH:11]1[CH2:13][CH2:12]1)=[O:4], predict the reactants needed to synthesize it. The reactants are: [CH3:1][O:2][C:3]([C:5]1[N:6]=[CH:7][S:8][C:9]=1Br)=[O:4].[CH:11]1(B(O)O)[CH2:13][CH2:12]1.[O-]P([O-])([O-])=O.[K+].[K+].[K+].C1(C)C=CC=CC=1. (6) Given the product [NH2:18][C:10]1[O:11][C:12]([CH3:16])([CH3:17])[C:13]([F:14])([F:15])[C@:8]([C:6]2[CH:7]=[C:2]([NH:1][C:31]([C:28]3[CH:27]=[CH:26][C:25]([O:24][CH2:23][CH:22]([F:34])[F:21])=[CH:30][N:29]=3)=[O:32])[CH:3]=[CH:4][C:5]=2[F:20])([CH3:19])[N:9]=1, predict the reactants needed to synthesize it. The reactants are: [NH2:1][C:2]1[CH:3]=[CH:4][C:5]([F:20])=[C:6]([C@:8]2([CH3:19])[C:13]([F:15])([F:14])[C:12]([CH3:17])([CH3:16])[O:11][C:10]([NH2:18])=[N:9]2)[CH:7]=1.[F:21][CH:22]([F:34])[CH2:23][O:24][C:25]1[CH:26]=[CH:27][C:28]([C:31](O)=[O:32])=[N:29][CH:30]=1. (7) Given the product [CH3:7][C:8]1[N:9]([C:14]2[CH:18]=[CH:17][N:16]([CH2:19][CH2:20][O:21][C:23]3[CH:28]=[CH:27][C:26]([N+:29]([O-:31])=[O:30])=[CH:25][CH:24]=3)[N:15]=2)[C:10]([CH3:13])=[CH:11][CH:12]=1, predict the reactants needed to synthesize it. The reactants are: CC(C)([O-])C.[K+].[CH3:7][C:8]1[N:9]([C:14]2[CH:18]=[CH:17][N:16]([CH2:19][CH2:20][OH:21])[N:15]=2)[C:10]([CH3:13])=[CH:11][CH:12]=1.F[C:23]1[CH:28]=[CH:27][C:26]([N+:29]([O-:31])=[O:30])=[CH:25][CH:24]=1.C(OCC)(=O)C.